This data is from Full USPTO retrosynthesis dataset with 1.9M reactions from patents (1976-2016). The task is: Predict the reactants needed to synthesize the given product. (1) Given the product [F:36][CH:34]([F:35])[C:31]1[N:29]2[N:30]=[C:25]([N:22]3[CH2:23][CH2:24][N:19]([CH2:18][C:17]4[CH:38]=[C:39]([S:41]([CH3:44])(=[O:42])=[O:43])[CH:40]=[C:15]([F:14])[CH:16]=4)[CH2:20][CH2:21]3)[CH:26]=[CH:27][C:28]2=[N:33][N:32]=1, predict the reactants needed to synthesize it. The reactants are: ClC1C=CC2N(C(C(F)F)=NN=2)N=1.[F:14][C:15]1[CH:16]=[C:17]([CH:38]=[C:39]([S:41]([CH3:44])(=[O:43])=[O:42])[CH:40]=1)[CH2:18][N:19]1[CH2:24][CH2:23][N:22]([C:25]2[CH:26]=[CH:27][C:28]3[N:29]([C:31]([C:34](F)([F:36])[F:35])=[N:32][N:33]=3)[N:30]=2)[CH2:21][CH2:20]1. (2) Given the product [CH:1]12[CH2:10][CH:5]3[CH2:6][CH:7]([CH2:9][CH:3]([CH2:4]3)[CH:2]1[NH:11][C:12](=[O:22])[C@H:13]1[CH2:17][CH2:16][CH2:15][N:14]1[CH2:18][CH:19]([N:25]([CH3:26])[CH3:23])[CH3:20])[CH2:8]2, predict the reactants needed to synthesize it. The reactants are: [CH:1]12[CH2:10][CH:5]3[CH2:6][CH:7]([CH2:9][CH:3]([CH2:4]3)[CH:2]1[NH:11][C:12](=[O:22])[C@H:13]1[CH2:17][CH2:16][CH2:15][N:14]1[CH2:18][C@@H:19](O)[CH3:20])[CH2:8]2.[CH2:23]([N:25](CC)[CH2:26]C)C.CS(Cl)(=O)=O.Cl.CNC. (3) Given the product [NH2:7][C:8]12[CH2:13][C:12]1([CH3:32])[CH2:11][N:10]([C:14]1[N:15]=[C:16]([NH:24][C:25]3[CH:29]=[C:28]([CH3:30])[NH:27][N:26]=3)[C:17]3[CH:23]=[CH:22][CH:21]=[N:20][C:18]=3[N:19]=1)[CH2:9]2.[C:32]([OH:38])([C:34]([F:37])([F:36])[F:35])=[O:33], predict the reactants needed to synthesize it. The reactants are: C(OC(=O)[NH:7][C:8]12[CH2:13][CH:12]1[CH2:11][N:10]([C:14]1[N:15]=[C:16]([NH:24][C:25]3[CH:29]=[C:28]([CH3:30])[NH:27][N:26]=3)[C:17]3[CH:23]=[CH:22][CH:21]=[N:20][C:18]=3[N:19]=1)[CH2:9]2)(C)(C)C.[C:32]([OH:38])([C:34]([F:37])([F:36])[F:35])=[O:33].C(Cl)Cl.